Dataset: Catalyst prediction with 721,799 reactions and 888 catalyst types from USPTO. Task: Predict which catalyst facilitates the given reaction. (1) The catalyst class is: 91. Product: [F:1][C:2]1[C:3]([C:22]([F:25])([F:24])[F:23])=[C:4]([CH:9]2[CH2:14][CH2:13][N:12]([C:74]([C:73]3[C:72]4[CH2:40][N:36]([C:47]([O:46][C:42]([CH3:43])([CH3:44])[CH3:45])=[O:48])[CH2:75][CH2:70][C:71]=4[NH:76][N:77]=3)=[O:27])[CH2:11][CH2:10]2)[CH:5]=[CH:6][C:7]=1[F:8]. Reactant: [F:1][C:2]1[C:3]([C:22]([F:25])([F:24])[F:23])=[C:4]([CH:9]2[CH2:14][CH2:13][N:12](C(OC(C)(C)C)=O)[CH2:11][CH2:10]2)[CH:5]=[CH:6][C:7]=1[F:8].C(O)(C(F)(F)F)=[O:27].C([N:36]([CH2:40]C)C(C)C)(C)C.[C:42]([O:46][C:47](C1NCC2NN=C(C(O)=O)C=2C1)=[O:48])([CH3:45])([CH3:44])[CH3:43].CN(C(ON1[N:77]=[N:76][C:71]2[CH:72]=[CH:73][CH:74]=[CH:75][C:70]1=2)=[N+](C)C)C.F[P-](F)(F)(F)(F)F. (2) The catalyst class is: 2. Reactant: [NH2:1][CH2:2][C@@H:3]1[O:7][C:6](=[O:8])[N:5]([C:9]2[CH:18]=[C:17]3[C:12]([CH:13]=[C:14]([C:20]4[CH:25]=[CH:24][CH:23]=[CH:22][C:21]=4[C:26]([F:29])([F:28])[F:27])[NH:15][C:16]3=[O:19])=[CH:11][CH:10]=2)[CH2:4]1.N1C=CC=CC=1.[CH3:36][S:37](Cl)(=[O:39])=[O:38].O. Product: [O:8]=[C:6]1[N:5]([C:9]2[CH:18]=[C:17]3[C:12]([CH:13]=[C:14]([C:20]4[CH:25]=[CH:24][CH:23]=[CH:22][C:21]=4[C:26]([F:28])([F:27])[F:29])[NH:15][C:16]3=[O:19])=[CH:11][CH:10]=2)[CH2:4][C@H:3]([CH2:2][NH:1][S:37]([CH3:36])(=[O:39])=[O:38])[O:7]1. (3) Reactant: [Br:1][C:2]1[CH:7]=[CH:6][C:5]([C:8](=O)[CH2:9][NH:10][C:11]([C@@H:13]2[CH2:18][O:17][CH2:16][CH2:15][N:14]2[C:19]([O:21][C:22]([CH3:25])([CH3:24])[CH3:23])=[O:20])=O)=[CH:4][CH:3]=1.C([O-])(=O)C.[NH4+:31]. Product: [Br:1][C:2]1[CH:7]=[CH:6][C:5]([C:8]2[N:31]=[C:11]([C@@H:13]3[CH2:18][O:17][CH2:16][CH2:15][N:14]3[C:19]([O:21][C:22]([CH3:25])([CH3:24])[CH3:23])=[O:20])[NH:10][CH:9]=2)=[CH:4][CH:3]=1. The catalyst class is: 11. (4) Reactant: C([C:4]1[C:12]([S:13][C:14]2[N:15]([CH3:19])[CH:16]=[CH:17][N:18]=2)=[CH:11][C:7]([C:8]([OH:10])=O)=[C:6](C(C)C)[C:5]=1[O:23][C:24]1[CH:29]=[CH:28][C:27]([P:30]([O:36][CH:37]([CH3:39])[CH3:38])([O:32][CH:33]([CH3:35])[CH3:34])=[O:31])=[CH:26][CH:25]=1)(C)C.[NH2:40][C:41]1[S:42][CH:43]=[CH:44][N:45]=1.CN(C(ON1N=NC2C=CC=NC1=2)=[N+](C)C)C.F[P-](F)(F)(F)(F)F.CCN(C(C)C)C(C)C. Product: [CH:33]([O:32][P:30]([C:27]1[CH:28]=[CH:29][C:24]([O:23][C:5]2[CH:6]=[C:7]([C:8](=[O:10])[NH:40][C:41]3[S:42][CH:43]=[CH:44][N:45]=3)[CH:11]=[C:12]([S:13][C:14]3[N:15]([CH3:19])[CH:16]=[CH:17][N:18]=3)[CH:4]=2)=[CH:25][CH:26]=1)(=[O:31])[O:36][CH:37]([CH3:39])[CH3:38])([CH3:35])[CH3:34]. The catalyst class is: 59. (5) Reactant: [Cl:1][C:2]1[CH:7]=[CH:6][C:5]([CH3:8])=[C:4]([I:9])[CH:3]=1.[Br:10]N1C(=O)CCC1=O. Product: [Br:10][CH2:8][C:5]1[CH:6]=[CH:7][C:2]([Cl:1])=[CH:3][C:4]=1[I:9]. The catalyst class is: 340.